This data is from Reaction yield outcomes from USPTO patents with 853,638 reactions. The task is: Predict the reaction yield, written as a fraction of the theoretical maximum amount of product (1.0 means a 100% yield; for example, 0.34 means a 34% yield). The reactants are [H-].[Na+].Cl.[NH2:4][CH:5]1[CH2:14][C:13]2[C:8](=[CH:9][CH:10]=[CH:11][CH:12]=2)[NH:7][C:6]1=[O:15].[CH3:16][O:17][CH2:18][CH2:19]Br. The catalyst is CN(C=O)C.CCOC(C)=O. The product is [NH2:4][CH:5]1[CH2:14][C:13]2[C:8](=[CH:9][CH:10]=[CH:11][CH:12]=2)[N:7]([CH2:19][CH2:18][O:17][CH3:16])[C:6]1=[O:15]. The yield is 0.780.